From a dataset of Catalyst prediction with 721,799 reactions and 888 catalyst types from USPTO. Predict which catalyst facilitates the given reaction. (1) Reactant: P(=O)(O)(O)O.[C:6]1([CH:12]2[CH2:16][CH2:15][NH:14][CH2:13]2)[CH:11]=[CH:10][CH:9]=[CH:8][CH:7]=1.N.CO.[CH:20]([C:22]1[CH:37]=[CH:36][C:25]([O:26][C:27]2[CH:35]=[CH:34][C:30]([C:31]([NH2:33])=[O:32])=[CH:29][N:28]=2)=[CH:24][CH:23]=1)=O.C(O[BH-](OC(=O)C)OC(=O)C)(=O)C.[Na+].C(O)(=O)C. Product: [C:6]1([CH:12]2[CH2:16][CH2:15][N:14]([CH2:20][C:22]3[CH:37]=[CH:36][C:25]([O:26][C:27]4[CH:35]=[CH:34][C:30]([C:31]([NH2:33])=[O:32])=[CH:29][N:28]=4)=[CH:24][CH:23]=3)[CH2:13]2)[CH:11]=[CH:10][CH:9]=[CH:8][CH:7]=1. The catalyst class is: 525. (2) Reactant: [Br:1][C:2]1[CH:11]=[CH:10][C:9]2[NH:8][C:7](=[O:12])[C:6]3[C:13]([CH3:22])=[N:14][N:15]([CH:16]4[CH2:21][CH2:20][CH2:19][CH2:18][O:17]4)[C:5]=3[C:4]=2[CH:3]=1.C(=O)([O-])[O-].[K+].[K+].[CH3:29][O:30][C:31](=[O:36])[CH2:32][CH2:33][CH2:34]Br. Product: [CH3:29][O:30][C:31](=[O:36])[CH2:32][CH2:33][CH2:34][N:8]1[C:9]2[CH:10]=[CH:11][C:2]([Br:1])=[CH:3][C:4]=2[C:5]2[N:15]([CH:16]3[CH2:21][CH2:20][CH2:19][CH2:18][O:17]3)[N:14]=[C:13]([CH3:22])[C:6]=2[C:7]1=[O:12]. The catalyst class is: 3. (3) The catalyst class is: 2. Product: [Cl:12][C:4]1[C:5]([O:10][CH3:11])=[CH:6][C:7]([O:8][CH3:9])=[C:2]([Cl:1])[C:3]=1[C:13]1[N:18]=[CH:17][C:16]2[C:19]([I:22])=[N:20][NH:21][C:15]=2[CH:14]=1. Reactant: [Cl:1][C:2]1[C:7]([O:8][CH3:9])=[CH:6][C:5]([O:10][CH3:11])=[C:4]([Cl:12])[C:3]=1[C:13]1[N:18]=[CH:17][C:16]2[CH:19]=[N:20][NH:21][C:15]=2[CH:14]=1.[I:22]N1C(=O)CCC1=O. (4) Reactant: [O:1]=[C:2]1[C:5]2([CH2:10][CH2:9][CH2:8][N:7]([C:11]([O:13][C:14]([CH3:17])([CH3:16])[CH3:15])=[O:12])[CH2:6]2)[CH:4]([C:18]2[CH:23]=[CH:22][CH:21]=[CH:20][CH:19]=2)[NH:3]1.[H-].[Na+].I[CH3:27]. Product: [CH3:27][N:3]1[CH:4]([C:18]2[CH:19]=[CH:20][CH:21]=[CH:22][CH:23]=2)[C:5]2([CH2:10][CH2:9][CH2:8][N:7]([C:11]([O:13][C:14]([CH3:17])([CH3:16])[CH3:15])=[O:12])[CH2:6]2)[C:2]1=[O:1]. The catalyst class is: 3. (5) Reactant: [CH3:1][O:2][C:3]1[CH:12]=[C:7]([C:8]([O:10]C)=[O:9])[C:6]([C:13]([O:15][CH3:16])=[O:14])=[C:5]([CH3:17])[CH:4]=1.[OH-].[Na+]. Product: [CH3:1][O:2][C:3]1[CH:4]=[C:5]([CH3:17])[C:6]([C:13]([O:15][CH3:16])=[O:14])=[C:7]([CH:12]=1)[C:8]([OH:10])=[O:9]. The catalyst class is: 57. (6) Reactant: [C:1]([C:5]1[N:9]([CH2:10][CH:11]2[CH2:16][CH2:15][O:14][CH2:13][CH2:12]2)[C:8]2[CH:17]=[CH:18][C:19]([S:21](Cl)(=[O:23])=[O:22])=[CH:20][C:7]=2[N:6]=1)([CH3:4])([CH3:3])[CH3:2].[CH3:25][CH:26]1[CH2:31][CH2:30][NH:29][CH2:28][CH2:27]1. Product: [C:1]([C:5]1[N:9]([CH2:10][CH:11]2[CH2:16][CH2:15][O:14][CH2:13][CH2:12]2)[C:8]2[CH:17]=[CH:18][C:19]([S:21]([N:29]3[CH2:30][CH2:31][CH:26]([CH3:25])[CH2:27][CH2:28]3)(=[O:23])=[O:22])=[CH:20][C:7]=2[N:6]=1)([CH3:4])([CH3:3])[CH3:2]. The catalyst class is: 649. (7) Reactant: [F:1][C:2]1[CH:7]=[CH:6][C:5]([N:8]2[C:11](=[O:12])[C@H:10]([S:13][CH2:14][C:15]([C:17]3[CH:22]=[CH:21][C:20]([F:23])=[CH:19][CH:18]=3)=[O:16])[C@H:9]2[C:24]2[CH:41]=[CH:40][C:27]([O:28][CH2:29][C:30]([NH:32][C@@H:33]([C:37](O)=[O:38])[CH:34]([CH3:36])[CH3:35])=[O:31])=[CH:26][CH:25]=2)=[CH:4][CH:3]=1.C[N:43]1CC[O:46][CH2:45][CH2:44]1.CN(C(ON1N=NC2C=CC=CC1=2)=[N+](C)C)C.[B-](F)(F)(F)F.NC(O)C.[BH4-].[Na+].C([O-])(=O)C.[NH4+]. Product: [F:1][C:2]1[CH:7]=[CH:6][C:5]([N:8]2[C:11](=[O:12])[C@H:10]([S:13][CH2:14][CH:15]([C:17]3[CH:22]=[CH:21][C:20]([F:23])=[CH:19][CH:18]=3)[OH:16])[C@H:9]2[C:24]2[CH:41]=[CH:40][C:27]([O:28][CH2:29][C:30]([NH:32][C@@H:33]([C:37]([NH:43][CH2:44][CH2:45][OH:46])=[O:38])[CH:34]([CH3:35])[CH3:36])=[O:31])=[CH:26][CH:25]=2)=[CH:4][CH:3]=1. The catalyst class is: 85. (8) The catalyst class is: 42. Product: [Cl:1][C:2]1[C:21]([O:22][CH2:23][C:24]2[CH:29]=[CH:28][CH:27]=[C:26]([C:30]3[CH:39]=[CH:38][C:33]4[O:34][CH2:35][CH2:36][O:37][C:32]=4[CH:31]=3)[C:25]=2[CH3:40])=[CH:20][C:5]([O:6][CH2:7][C:8]2[CH:13]=[N:12][CH:11]=[C:10]([NH:14][C:15]([O:16][CH2:17][CH3:18])=[O:19])[CH:9]=2)=[C:4]([CH:3]=1)[CH2:41][NH:43][C@@:44]([CH3:50])([CH2:48][OH:49])[C:45]([OH:47])=[O:46]. Reactant: [Cl:1][C:2]1[C:21]([O:22][CH2:23][C:24]2[CH:29]=[CH:28][CH:27]=[C:26]([C:30]3[CH:39]=[CH:38][C:33]4[O:34][CH2:35][CH2:36][O:37][C:32]=4[CH:31]=3)[C:25]=2[CH3:40])=[CH:20][C:5]([O:6][CH2:7][C:8]2[CH:9]=[C:10]([NH:14][C:15](=[O:19])[O:16][CH2:17][CH3:18])[CH:11]=[N:12][CH:13]=2)=[C:4]([CH:41]=O)[CH:3]=1.[NH2:43][C@@:44]([CH3:50])([CH2:48][OH:49])[C:45]([OH:47])=[O:46].C(O)(=O)C.C(O[BH-](OC(=O)C)OC(=O)C)(=O)C.[Na+].